Predict the reactants needed to synthesize the given product. From a dataset of Full USPTO retrosynthesis dataset with 1.9M reactions from patents (1976-2016). (1) Given the product [Cl:1][C:2]1[C:3]([CH3:16])=[C:4]([C:8]([F:14])([F:15])[C:9]([OH:11])=[O:10])[CH:5]=[CH:6][CH:7]=1, predict the reactants needed to synthesize it. The reactants are: [Cl:1][C:2]1[C:3]([CH3:16])=[C:4]([C:8]([F:15])([F:14])[C:9]([O:11]CC)=[O:10])[CH:5]=[CH:6][CH:7]=1.C(O)C.O.[OH-].[Li+]. (2) Given the product [Cl:10][C:11]1[CH:12]=[C:13]([CH:16]=[C:17]([O:19][C:20]2[C:21](=[O:30])[N:22]([CH2:2][C:3]3[N:7]([CH3:8])[C:6](=[O:9])[NH:5][N:4]=3)[CH:23]=[CH:24][C:25]=2[C:26]([F:27])([F:28])[F:29])[CH:18]=1)[C:14]#[N:15], predict the reactants needed to synthesize it. The reactants are: Cl[CH2:2][C:3]1[N:7]([CH3:8])[C:6](=[O:9])[NH:5][N:4]=1.[Cl:10][C:11]1[CH:12]=[C:13]([CH:16]=[C:17]([O:19][C:20]2[C:21](=[O:30])[NH:22][CH:23]=[CH:24][C:25]=2[C:26]([F:29])([F:28])[F:27])[CH:18]=1)[C:14]#[N:15].CC(O)(CC)C.C(N(CC)C(C)C)(C)C.C(O)(=O)C. (3) Given the product [F:1][C:2]1[CH:3]=[C:4]([CH:9]=[CH:10][C:11]=1[CH2:12][C:13]([OH:16])([CH3:14])[CH3:15])[C:5]([OH:7])=[O:6], predict the reactants needed to synthesize it. The reactants are: [F:1][C:2]1[CH:3]=[C:4]([CH:9]=[CH:10][C:11]=1[CH2:12][C:13]([OH:16])([CH3:15])[CH3:14])[C:5]([O:7]C)=[O:6].[Li+].[OH-].